Dataset: Reaction yield outcomes from USPTO patents with 853,638 reactions. Task: Predict the reaction yield, written as a fraction of the theoretical maximum amount of product (1.0 means a 100% yield; for example, 0.34 means a 34% yield). (1) The reactants are [CH3:1][N:2]([C@@H:12]1[C@H:17]([CH3:18])[CH2:16][CH2:15][NH:14][CH2:13]1)[C:3]1[C:4]2[O:11][CH2:10][CH2:9][C:5]=2[N:6]=[CH:7][N:8]=1.[C:19]([CH2:21][C:22](ON1C(=O)CCC1=O)=[O:23])#[N:20]. The catalyst is CO.C(OCC)(=O)C. The yield is 0.417. The product is [N:6]1[C:5]2[CH2:9][CH2:10][O:11][C:4]=2[C:3]([N:2]([CH3:1])[C@@H:12]2[C@H:17]([CH3:18])[CH2:16][CH2:15][N:14]([C:22](=[O:23])[CH2:21][C:19]#[N:20])[CH2:13]2)=[N:8][CH:7]=1. (2) The reactants are II.[C:3]([O:7][C:8]([NH:10][C@@H:11]([CH2:16]I)[C:12]([O:14][CH3:15])=[O:13])=[O:9])([CH3:6])([CH3:5])[CH3:4].Br[C:19]1[CH:24]=[CH:23][C:22]([C:25]2[N:26]=[C:27]([C:30]3[CH:35]=[CH:34][C:33]([O:36][CH2:37][CH2:38][CH2:39][CH2:40][CH2:41][CH2:42][CH3:43])=[CH:32][CH:31]=3)[S:28][CH:29]=2)=[CH:21][CH:20]=1.C(Cl)Cl. The catalyst is CN(C=O)C.[Zn].C1C=CC(/C=C/C(/C=C/C2C=CC=CC=2)=O)=CC=1.C1C=CC(/C=C/C(/C=C/C2C=CC=CC=2)=O)=CC=1.C1C=CC(/C=C/C(/C=C/C2C=CC=CC=2)=O)=CC=1.[Pd].[Pd].C1(P(C2CCCCC2)C2C=CC=CC=2C2C(OC)=CC=CC=2OC)CCCCC1. The product is [C:3]([O:7][C:8]([NH:10][C@@H:11]([CH2:16][C:19]1[CH:20]=[CH:21][C:22]([C:25]2[N:26]=[C:27]([C:30]3[CH:31]=[CH:32][C:33]([O:36][CH2:37][CH2:38][CH2:39][CH2:40][CH2:41][CH2:42][CH3:43])=[CH:34][CH:35]=3)[S:28][CH:29]=2)=[CH:23][CH:24]=1)[C:12]([O:14][CH3:15])=[O:13])=[O:9])([CH3:6])([CH3:5])[CH3:4]. The yield is 0.830. (3) The reactants are C(OC(=O)[NH:7][CH:8]1[CH2:13][CH2:12][N:11]([S:14]([CH3:17])(=[O:16])=[O:15])[CH2:10][CH2:9]1)(C)(C)C.[F:19][C:20]([F:25])([F:24])[C:21]([OH:23])=[O:22]. The catalyst is C(Cl)Cl. The product is [F:19][C:20]([F:25])([F:24])[C:21]([OH:23])=[O:22].[CH3:17][S:14]([N:11]1[CH2:10][CH2:9][CH:8]([NH2:7])[CH2:13][CH2:12]1)(=[O:16])=[O:15]. The yield is 1.00. (4) The reactants are [NH2:1][C@@H:2]([C:10]([NH2:12])=[O:11])[CH2:3][C:4]1[CH:9]=[CH:8][CH:7]=[CH:6][CH:5]=1.[CH2:13]1[CH2:19][S:16](=[O:18])(=[O:17])[O:15][CH2:14]1. The catalyst is C(#N)C. The product is [C:10]([C@H:2]([NH:1][CH2:14][CH2:13][CH2:19][S:16]([OH:18])(=[O:17])=[O:15])[CH2:3][C:4]1[CH:9]=[CH:8][CH:7]=[CH:6][CH:5]=1)(=[O:11])[NH2:12]. The yield is 0.890. (5) The reactants are [CH3:1][C:2]1[CH:7]=[C:6]([CH3:8])[N:5]=[C:4]([NH:9][C:10]([C:12]2[C:16]3[N:17]=[C:18](Cl)[N:19]=[CH:20][C:15]=3[S:14][CH:13]=2)=[O:11])[CH:3]=1.[NH2:22][C@@H:23]1[CH2:28][CH2:27][O:26][CH2:25][C@@H:24]1[NH:29][C:30](=[O:36])[O:31][C:32]([CH3:35])([CH3:34])[CH3:33].C(N(C(C)C)CC)(C)C. The catalyst is O1CCOCC1.ClCCl. The product is [C:32]([O:31][C:30](=[O:36])[NH:29][C@@H:24]1[C@H:23]([NH:22][C:18]2[N:19]=[CH:20][C:15]3[S:14][CH:13]=[C:12]([C:10](=[O:11])[NH:9][C:4]4[CH:3]=[C:2]([CH3:1])[CH:7]=[C:6]([CH3:8])[N:5]=4)[C:16]=3[N:17]=2)[CH2:28][CH2:27][O:26][CH2:25]1)([CH3:35])([CH3:33])[CH3:34]. The yield is 0.448. (6) The reactants are C([N-]C(C)C)(C)C.[Li+].[CH3:9][O:10][C:11]([CH:13]1[CH2:18][CH2:17][O:16][CH2:15][CH2:14]1)=[O:12].[I:19][CH2:20]I.O. The catalyst is O1CCCC1. The product is [CH3:9][O:10][C:11]([C:13]1([CH2:20][I:19])[CH2:18][CH2:17][O:16][CH2:15][CH2:14]1)=[O:12]. The yield is 0.530. (7) The reactants are [C:1]([O:5][C:6]([N:8]1[C@@:12]([CH3:16])([C:13]([OH:15])=O)[CH2:11][O:10][C:9]1([CH3:18])[CH3:17])=[O:7])([CH3:4])([CH3:3])[CH3:2].CN(C(ON1N=NC2C=CC=NC1=2)=[N+](C)C)C.F[P-](F)(F)(F)(F)F.CCN(C(C)C)C(C)C.Cl.[NH2:53][CH2:54][C:55]([C:57]1[CH:62]=[CH:61][C:60]([O:63][CH2:64][CH2:65][CH2:66][CH2:67][CH2:68][CH2:69][CH2:70][CH3:71])=[C:59]([C:72]([F:75])([F:74])[F:73])[CH:58]=1)=[O:56]. The catalyst is CCOC(C)=O.CN(C=O)C. The product is [CH3:17][C:9]1([CH3:18])[N:8]([C:6]([O:5][C:1]([CH3:2])([CH3:3])[CH3:4])=[O:7])[C@@:12]([CH3:16])([C:13](=[O:15])[NH:53][CH2:54][C:55]([C:57]2[CH:62]=[CH:61][C:60]([O:63][CH2:64][CH2:65][CH2:66][CH2:67][CH2:68][CH2:69][CH2:70][CH3:71])=[C:59]([C:72]([F:73])([F:74])[F:75])[CH:58]=2)=[O:56])[CH2:11][O:10]1. The yield is 0.400. (8) The catalyst is CCO.[Pd]. The product is [CH:3]1([C:10]#[N:11])[C:4]2[C:9](=[CH:8][CH:7]=[CH:6][CH:5]=2)[CH2:1][CH2:2]1. The reactants are [CH2:1]1[C:9]2[C:4](=[CH:5][CH:6]=[CH:7][CH:8]=2)[C:3]([C:10]#[N:11])=[CH:2]1. The yield is 0.950. (9) The reactants are [CH3:1][N:2]1[CH2:7][CH2:6][N:5]([CH2:8][CH2:9][N:10]2[CH:18]=[C:17]3[C:12]([CH2:13][CH2:14][C:15]4[C:21]5[C:22]([O:26]CCC6C=CC([N+]([O-])=O)=CC=6)=[N:23][CH:24]=[N:25][C:20]=5[S:19][C:16]=43)=[N:11]2)[CH2:4][CH2:3]1.C1CCN2C(=NCCC2)CC1. The catalyst is N1C=CC=CC=1. The product is [CH3:1][N:2]1[CH2:7][CH2:6][N:5]([CH2:8][CH2:9][N:10]2[CH:18]=[C:17]3[C:12]([CH2:13][CH2:14][C:15]4[C:21]5=[C:22]([OH:26])[N:23]=[CH:24][N:25]=[C:20]5[S:19][C:16]=43)=[N:11]2)[CH2:4][CH2:3]1. The yield is 0.270.